From a dataset of Full USPTO retrosynthesis dataset with 1.9M reactions from patents (1976-2016). Predict the reactants needed to synthesize the given product. (1) Given the product [Cl:11][C:12]1[CH:18]=[CH:17][C:15]([NH:16][C:4]([C:3]2[C:2]([NH:1][CH2:28][C:29]3[CH:24]=[CH:22][N:21]=[CH:25][CH:27]=3)=[N:10][CH:9]=[CH:8][CH:7]=2)=[O:6])=[CH:14][CH:13]=1, predict the reactants needed to synthesize it. The reactants are: [NH2:1][C:2]1[N:10]=[CH:9][CH:8]=[CH:7][C:3]=1[C:4]([OH:6])=O.[Cl:11][C:12]1[CH:18]=[CH:17][C:15]([NH2:16])=[CH:14][CH:13]=1.CC[N:21]([CH:25]([CH3:27])C)[CH:22]([CH3:24])C.[CH2:28](Cl)[CH2:29]Cl.C1C=CC2N(O)N=NC=2C=1. (2) Given the product [CH2:20]([O:22][C:23](=[O:26])[CH2:24][NH:25][C:10]1[N:11]([CH2:16][CH2:17][CH3:18])[C:12](=[O:15])[C:13]2[NH:14][C:6]([CH:1]3[CH2:5][CH2:4][CH2:3][CH2:2]3)=[N:7][C:8]=2[N:9]=1)[CH3:21], predict the reactants needed to synthesize it. The reactants are: [CH:1]1([C:6]2[NH:14][C:13]3[C:12](=[O:15])[N:11]([CH2:16][CH2:17][CH3:18])[C:10](Cl)=[N:9][C:8]=3[N:7]=2)[CH2:5][CH2:4][CH2:3][CH2:2]1.[CH2:20]([O:22][C:23](=[O:26])[CH2:24][NH2:25])[CH3:21].C(N(C(C)C)CC)(C)C.C(OCC)(=O)C. (3) Given the product [Cl:1][C:2]1[CH:3]=[C:4]([C:9]2([C:31]([F:32])([F:34])[F:33])[O:13][N:12]=[C:11]([C:14]3[C:23]4[C:18](=[CH:19][CH:20]=[CH:21][CH:22]=4)[C:17]([C:24]([NH:26][CH2:27][CH2:28][S:29]([CH3:30])=[O:43])=[O:25])=[CH:16][CH:15]=3)[CH2:10]2)[CH:5]=[C:6]([Cl:8])[CH:7]=1, predict the reactants needed to synthesize it. The reactants are: [Cl:1][C:2]1[CH:3]=[C:4]([C:9]2([C:31]([F:34])([F:33])[F:32])[O:13][N:12]=[C:11]([C:14]3[C:23]4[C:18](=[CH:19][CH:20]=[CH:21][CH:22]=4)[C:17]([C:24]([NH:26][CH2:27][CH2:28][S:29][CH3:30])=[O:25])=[CH:16][CH:15]=3)[CH2:10]2)[CH:5]=[C:6]([Cl:8])[CH:7]=1.C1C=C(Cl)C=C(C(OO)=[O:43])C=1. (4) Given the product [CH3:1][N:2]1[C:6]([C@H:22]2[CH2:23][CH2:24][CH2:25][CH2:26][CH2:27][C@@H:21]2[OH:20])=[CH:5][CH:4]=[N:3]1, predict the reactants needed to synthesize it. The reactants are: [CH3:1][N:2]1[CH:6]=[CH:5][CH:4]=[N:3]1.CN(C)CCN(C)C.C([Li])CCC.[O:20]1[CH:22]2[CH2:23][CH2:24][CH2:25][CH2:26][CH2:27][CH:21]12. (5) Given the product [CH3:30][S:31]([N:3]1[CH2:8][CH2:7][CH2:6][CH:5]([NH:9][C:10]([NH:12][C:13]2[N:14]=[C:15]3[CH:21]=[CH:20][N:19]([CH2:22][O:23][CH2:24][CH2:25][Si:26]([CH3:29])([CH3:28])[CH3:27])[C:16]3=[N:17][CH:18]=2)=[O:11])[CH2:4]1)(=[O:33])=[O:32], predict the reactants needed to synthesize it. The reactants are: Cl.Cl.[NH:3]1[CH2:8][CH2:7][CH2:6][CH:5]([NH:9][C:10]([NH:12][C:13]2[N:14]=[C:15]3[CH:21]=[CH:20][N:19]([CH2:22][O:23][CH2:24][CH2:25][Si:26]([CH3:29])([CH3:28])[CH3:27])[C:16]3=[N:17][CH:18]=2)=[O:11])[CH2:4]1.[CH3:30][S:31](Cl)(=[O:33])=[O:32]. (6) Given the product [CH:18]1([CH2:17][S:15][C:13]2[O:14][C:10]([C:8]3[CH:7]=[CH:6][C:5]4[O:1][CH2:2][CH2:3][C:4]=4[CH:9]=3)=[N:11][N:12]=2)[CH2:20][CH2:19]1, predict the reactants needed to synthesize it. The reactants are: [O:1]1[C:5]2[CH:6]=[CH:7][C:8]([C:10]3[O:14][C:13]([SH:15])=[N:12][N:11]=3)=[CH:9][C:4]=2[CH2:3][CH2:2]1.Cl[CH2:17][CH:18]1[CH2:20][CH2:19]1. (7) Given the product [C:4]1([C@H:3]2[CH2:2][C:1](=[O:10])[O:15][C:14]3[CH:23]=[CH:24][CH:25]=[CH:26][C:13]=3[CH2:12]2)[CH:9]=[CH:8][CH:7]=[CH:6][CH:5]=1, predict the reactants needed to synthesize it. The reactants are: [CH:1](=[O:10])[CH:2]=[CH:3][C:4]1[CH:9]=[CH:8][CH:7]=[CH:6][CH:5]=1.Br[CH2:12][C:13]1[CH:26]=[CH:25][CH:24]=[CH:23][C:14]=1[O:15][Si](C(C)(C)C)(C)C.